This data is from Forward reaction prediction with 1.9M reactions from USPTO patents (1976-2016). The task is: Predict the product of the given reaction. (1) Given the reactants [CH3:1][N:2]1[CH2:7][CH2:6][O:5][C:4]2[CH:8]=[CH:9][C:10]([OH:12])=[CH:11][C:3]1=2.O1C2C(=CC=C(O)C=2)CCC1.[O:24]1[CH2:28][CH2:27][CH2:26][C@@H:25]1[CH2:29][N:30]1[C:38]2[C:33](=[CH:34][CH:35]=[CH:36][CH:37]=2)[C:32](=[O:39])[C:31]1=[O:40].C1(C(C2C=CC=CC=2)N2C3C(=CC=CC=3)C(=O)C2=O)C=CC=CC=1, predict the reaction product. The product is: [OH:39][C:32]1([C:9]2[C:10]([OH:12])=[CH:11][C:3]3[N:2]([CH3:1])[CH2:7][CH2:6][O:5][C:4]=3[CH:8]=2)[C:33]2[C:38](=[CH:37][CH:36]=[CH:35][CH:34]=2)[N:30]([CH2:29][C@H:25]2[CH2:26][CH2:27][CH2:28][O:24]2)[C:31]1=[O:40]. (2) Given the reactants [S:1]1[CH2:6][CH2:5][N:4]([CH2:7][C:8]2[CH:13]=[CH:12][C:11]([C:14]3[CH:19]=[CH:18][C:17]([CH2:20][CH2:21][C:22]([C:24]4[O:25][C:26]([C:29]5[N:34]=[C:33]([C:35]([O:37]C)=[O:36])[CH:32]=[CH:31][CH:30]=5)=[CH:27][N:28]=4)=[O:23])=[CH:16][CH:15]=3)=[CH:10][CH:9]=2)[CH2:3][CH2:2]1.[Li+].[OH-].Cl, predict the reaction product. The product is: [S:1]1[CH2:6][CH2:5][N:4]([CH2:7][C:8]2[CH:9]=[CH:10][C:11]([C:14]3[CH:19]=[CH:18][C:17]([CH2:20][CH2:21][C:22]([C:24]4[O:25][C:26]([C:29]5[N:34]=[C:33]([C:35]([OH:37])=[O:36])[CH:32]=[CH:31][CH:30]=5)=[CH:27][N:28]=4)=[O:23])=[CH:16][CH:15]=3)=[CH:12][CH:13]=2)[CH2:3][CH2:2]1. (3) Given the reactants FC(F)(F)C(O)=O.[C:8]([C:10]1[CH:11]=[CH:12][C:13]2[N:14]([C:16]([C:19]3[N:27]=[C:26]4[C:22]([N:23]([CH2:35][CH2:36][NH:37]C(=O)OC(C)(C)C)[C:24](=[O:34])[N:25]4[CH:28]4[CH2:33][CH2:32][O:31][CH2:30][CH2:29]4)=[CH:21][N:20]=3)=[CH:17][N:18]=2)[CH:15]=1)#[N:9], predict the reaction product. The product is: [NH2:37][CH2:36][CH2:35][N:23]1[C:22]2[C:26](=[N:27][C:19]([C:16]3[N:14]4[CH:15]=[C:10]([C:8]#[N:9])[CH:11]=[CH:12][C:13]4=[N:18][CH:17]=3)=[N:20][CH:21]=2)[N:25]([CH:28]2[CH2:33][CH2:32][O:31][CH2:30][CH2:29]2)[C:24]1=[O:34].